From a dataset of Full USPTO retrosynthesis dataset with 1.9M reactions from patents (1976-2016). Predict the reactants needed to synthesize the given product. Given the product [CH3:21][C:22]1[N:23]([CH2:3][C:4]2[N:8]3[CH:9]=[C:10]([CH3:13])[CH:11]=[CH:12][C:7]3=[N:6][C:5]=2[C:14]2[CH:19]=[CH:18][C:17]([CH3:20])=[CH:16][CH:15]=2)[C:24](=[S:28])[S:25][C:26]=1[CH3:27], predict the reactants needed to synthesize it. The reactants are: Cl.Cl[CH2:3][C:4]1[N:8]2[CH:9]=[C:10]([CH3:13])[CH:11]=[CH:12][C:7]2=[N:6][C:5]=1[C:14]1[CH:19]=[CH:18][C:17]([CH3:20])=[CH:16][CH:15]=1.[CH3:21][C:22]1[NH:23][C:24](=[S:28])[S:25][C:26]=1[CH3:27].